This data is from Forward reaction prediction with 1.9M reactions from USPTO patents (1976-2016). The task is: Predict the product of the given reaction. (1) Given the reactants C[O:2][C:3]([C:5]1[CH:10]=[C:9]([O:11][C:12]2[C:21]3[C:16](=[CH:17][CH:18]=[CH:19][CH:20]=3)[C:15]([NH:22][C:23]([NH:25][C:26]3[CH:31]=[C:30]([C:32]([CH3:35])([CH3:34])[CH3:33])[CH:29]=[C:28]([NH:36][C:37]([O:39][CH3:40])=[O:38])[C:27]=3[O:41][CH3:42])=[O:24])=[CH:14][CH:13]=2)[CH:8]=[CH:7][N:6]=1)=[O:4].O.[Li+].[OH-].Cl, predict the reaction product. The product is: [C:32]([C:30]1[CH:29]=[C:28]([NH:36][C:37]([O:39][CH3:40])=[O:38])[C:27]([O:41][CH3:42])=[C:26]([NH:25][C:23](=[O:24])[NH:22][C:15]2[C:16]3[C:21](=[CH:20][CH:19]=[CH:18][CH:17]=3)[C:12]([O:11][C:9]3[CH:8]=[CH:7][N:6]=[C:5]([C:3]([OH:4])=[O:2])[CH:10]=3)=[CH:13][CH:14]=2)[CH:31]=1)([CH3:35])([CH3:33])[CH3:34]. (2) Given the reactants [CH3:1][C:2]1[C:7]([CH2:8][NH:9][C:10]([C:12]2[N:13]=[N:14][N:15]([CH2:17][C:18]3[CH:19]=[N:20][C:21]4[C:26]([CH:27]=3)=[CH:25][CH:24]=[C:23]([CH3:28])[CH:22]=4)[CH:16]=2)=[O:11])=[C:6]([CH3:29])[N:5]=[C:4]([NH:30]C(=O)OC(C)(C)C)[CH:3]=1.C(O)(C(F)(F)F)=O, predict the reaction product. The product is: [NH2:30][C:4]1[N:5]=[C:6]([CH3:29])[C:7]([CH2:8][NH:9][C:10]([C:12]2[N:13]=[N:14][N:15]([CH2:17][C:18]3[CH:19]=[N:20][C:21]4[C:26]([CH:27]=3)=[CH:25][CH:24]=[C:23]([CH3:28])[CH:22]=4)[CH:16]=2)=[O:11])=[C:2]([CH3:1])[CH:3]=1. (3) Given the reactants Br[C:2]1[CH:7]=[CH:6][C:5]([F:8])=[CH:4][N:3]=1.C([Mg]Cl)(C)C.[CH2:14]([N:17]([CH2:25][C:26](N(OC)C)=[O:27])[C:18](=[O:24])[O:19][C:20]([CH3:23])([CH3:22])[CH3:21])[CH:15]=[CH2:16].Cl, predict the reaction product. The product is: [CH2:14]([N:17]([CH2:25][C:26]([C:2]1[CH:7]=[CH:6][C:5]([F:8])=[CH:4][N:3]=1)=[O:27])[C:18](=[O:24])[O:19][C:20]([CH3:21])([CH3:22])[CH3:23])[CH:15]=[CH2:16]. (4) Given the reactants [NH2:1][CH2:2][CH2:3][CH2:4][CH2:5][C@@H:6]([NH:15][C:16]1[CH:21]=[CH:20][C:19]([S:22]([NH:25][C:26](=[O:43])[C:27]2[CH:32]=[CH:31][C:30]([N:33]3[CH2:42][CH2:41][C:36]4([CH2:40][CH2:39][CH2:38][CH2:37]4)[CH2:35][CH2:34]3)=[CH:29][CH:28]=2)(=[O:24])=[O:23])=[CH:18][C:17]=1[N+:44]([O-:46])=[O:45])[CH2:7][S:8][C:9]1[CH:14]=[CH:13][CH:12]=[CH:11][CH:10]=1.[O-:47][C:48]#[N:49].[K+].O, predict the reaction product. The product is: [NH2:49][C:48]([NH:1][CH2:2][CH2:3][CH2:4][CH2:5][C@@H:6]([NH:15][C:16]1[CH:21]=[CH:20][C:19]([S:22]([NH:25][C:26](=[O:43])[C:27]2[CH:28]=[CH:29][C:30]([N:33]3[CH2:34][CH2:35][C:36]4([CH2:37][CH2:38][CH2:39][CH2:40]4)[CH2:41][CH2:42]3)=[CH:31][CH:32]=2)(=[O:24])=[O:23])=[CH:18][C:17]=1[N+:44]([O-:46])=[O:45])[CH2:7][S:8][C:9]1[CH:10]=[CH:11][CH:12]=[CH:13][CH:14]=1)=[O:47]. (5) Given the reactants [CH3:1][O:2][C:3]1[CH:28]=[CH:27][C:6]([CH2:7][N:8]2[C:12]3[N:13]([CH2:19][CH2:20][N:21]4[CH2:26][CH2:25][O:24][CH2:23][CH2:22]4)[CH2:14][CH2:15][CH2:16][C:17](=[O:18])[C:11]=3[CH:10]=[N:9]2)=[CH:5][CH:4]=1.[Br-:29].[Br-].[Br-].[NH+]1C=CC=CC=1.[NH+]1C=CC=CC=1.[NH+]1C=CC=CC=1, predict the reaction product. The product is: [Br:29][CH:16]1[CH2:15][CH2:14][N:13]([CH2:19][CH2:20][N:21]2[CH2:22][CH2:23][O:24][CH2:25][CH2:26]2)[C:12]2[N:8]([CH2:7][C:6]3[CH:5]=[CH:4][C:3]([O:2][CH3:1])=[CH:28][CH:27]=3)[N:9]=[CH:10][C:11]=2[C:17]1=[O:18]. (6) Given the reactants [S:1]1[C:5]2[CH:6]=[CH:7][CH:8]=[CH:9][C:4]=2[N:3]=[C:2]1[NH:10][C:11](=[O:35])[C:12]1[CH:17]=[CH:16][C:15]([O:18][C:19]2[CH:24]=[CH:23][N:22]=[C:21]3[NH:25][N:26]=[C:27]([NH:28][C@@H:29]4[CH2:34][CH2:33][CH2:32][NH:31][CH2:30]4)[C:20]=23)=[CH:14][CH:13]=1.CCN=C=NCCCN(C)C.Cl.C1C=CC2N(O)N=NC=2C=1.Cl.[CH3:59][N:60]([CH3:67])[CH2:61][CH2:62][CH2:63][C:64](O)=[O:65], predict the reaction product. The product is: [S:1]1[C:5]2[CH:6]=[CH:7][CH:8]=[CH:9][C:4]=2[N:3]=[C:2]1[NH:10][C:11](=[O:35])[C:12]1[CH:13]=[CH:14][C:15]([O:18][C:19]2[CH:24]=[CH:23][N:22]=[C:21]3[NH:25][N:26]=[C:27]([NH:28][C@@H:29]4[CH2:34][CH2:33][CH2:32][N:31]([C:64](=[O:65])[CH2:63][CH2:62][CH2:61][N:60]([CH3:67])[CH3:59])[CH2:30]4)[C:20]=23)=[CH:16][CH:17]=1. (7) Given the reactants [N+:1]([C:4]1[CH:9]=[CH:8][C:7]([C:10]2([NH:13][C:14](=[O:20])[O:15][C:16]([CH3:19])([CH3:18])[CH3:17])[CH2:12][CH2:11]2)=[CH:6][CH:5]=1)([O-])=O.S([O-])([O-])(=O)=O.[Mg+2], predict the reaction product. The product is: [NH2:1][C:4]1[CH:9]=[CH:8][C:7]([C:10]2([NH:13][C:14](=[O:20])[O:15][C:16]([CH3:18])([CH3:17])[CH3:19])[CH2:12][CH2:11]2)=[CH:6][CH:5]=1.